This data is from Catalyst prediction with 721,799 reactions and 888 catalyst types from USPTO. The task is: Predict which catalyst facilitates the given reaction. (1) Reactant: Br[C:2]1[CH:3]=[CH:4][C:5]2[N:9]=[C:8]([C@@H:10]3[CH2:14][CH2:13][CH2:12][N:11]3[C:15]([O:17][C:18]([CH3:21])([CH3:20])[CH3:19])=[O:16])[NH:7][C:6]=2[CH:22]=1.[B:23]1([B:23]2[O:27][C:26]([CH3:29])([CH3:28])[C:25]([CH3:31])([CH3:30])[O:24]2)[O:27][C:26]([CH3:29])([CH3:28])[C:25]([CH3:31])([CH3:30])[O:24]1.C([O-])(=O)C.[K+]. Product: [CH3:30][C:25]1([CH3:31])[C:26]([CH3:29])([CH3:28])[O:27][B:23]([C:2]2[CH:3]=[CH:4][C:5]3[N:9]=[C:8]([C@@H:10]4[CH2:14][CH2:13][CH2:12][N:11]4[C:15]([O:17][C:18]([CH3:21])([CH3:20])[CH3:19])=[O:16])[NH:7][C:6]=3[CH:22]=2)[O:24]1. The catalyst class is: 75. (2) Reactant: [F:1][C:2]1[CH:7]=[CH:6][C:5]([N:8]2[C:11](=[O:12])[C@H:10]([S:13][CH2:14][C:15]([C:17]3[CH:22]=[CH:21][C:20]([F:23])=[CH:19][CH:18]=3)=[O:16])[C@H:9]2[C:24]2[CH:38]=[CH:37][C:27]([O:28][CH2:29][C:30]([NH:32]CC(O)=O)=[O:31])=[CH:26][CH:25]=2)=[CH:4][CH:3]=1.CN1CC[O:43][CH2:42][CH2:41]1.CN(C(ON1N=NC2C=CC=CC1=2)=[N+](C)C)C.[B-](F)(F)(F)F.[CH3:68][C:69]([CH3:81])([CH3:80])[CH2:70][C@@H:71]([C:73]([O:75][C:76]([CH3:79])([CH3:78])[CH3:77])=[O:74])[NH2:72].OS([O-])(=O)=O.[K+]. Product: [F:1][C:2]1[CH:3]=[CH:4][C:5]([N:8]2[C:11](=[O:12])[C@H:10]([S:13][CH2:14][C:15]([C:17]3[CH:18]=[CH:19][C:20]([F:23])=[CH:21][CH:22]=3)=[O:16])[C@H:9]2[C:24]2[CH:38]=[CH:37][C:27]([O:28][CH2:29][C:30]([NH:32][CH2:41][C:42]([NH:72][C@H:71]([C:73]([O:75][C:76]([CH3:79])([CH3:78])[CH3:77])=[O:74])[CH2:70][C:69]([CH3:81])([CH3:80])[CH3:68])=[O:43])=[O:31])=[CH:26][CH:25]=2)=[CH:6][CH:7]=1. The catalyst class is: 34. (3) Reactant: [CH2:1]([O:8][C:9]1[N:14]=[CH:13][C:12]([CH:15]=O)=[CH:11][CH:10]=1)[C:2]1[CH:7]=[CH:6][CH:5]=[CH:4][CH:3]=1.[N+:17]([CH3:20])([O-:19])=[O:18].C([O-])(=O)C.[NH4+]. Product: [CH2:1]([O:8][C:9]1[CH:10]=[CH:11][C:12](/[CH:15]=[CH:20]/[N+:17]([O-:19])=[O:18])=[CH:13][N:14]=1)[C:2]1[CH:7]=[CH:6][CH:5]=[CH:4][CH:3]=1. The catalyst class is: 15. (4) Reactant: [Cl:1][C:2]1[C:7]([N+:8]([O-])=O)=[CH:6][CH:5]=[C:4]([CH2:11][CH3:12])[N:3]=1.[Sn](Cl)Cl.C(=O)(O)[O-].[Na+].C(OCC)(=O)C. Product: [Cl:1][C:2]1[C:7]([NH2:8])=[CH:6][CH:5]=[C:4]([CH2:11][CH3:12])[N:3]=1. The catalyst class is: 8. (5) Reactant: CC1(C)[O:6][CH:5]([CH2:7][O:8][C:9]([N:11]2[CH2:16][CH2:15][C:14]3[C:17]([C:29]#[N:30])=[C:18]([NH:20][C:21]([C:23]4[CH:28]=[CH:27][CH:26]=[CH:25][CH:24]=4)=[O:22])[S:19][C:13]=3[CH2:12]2)=[O:10])[CH2:4][O:3]1.CC1C=CC(S(O)(=O)=O)=CC=1.C(N(CC)CC)C. Product: [OH:6][CH:5]([CH2:4][OH:3])[CH2:7][O:8][C:9]([N:11]1[CH2:16][CH2:15][C:14]2[C:17]([C:29]#[N:30])=[C:18]([NH:20][C:21]([C:23]3[CH:24]=[CH:25][CH:26]=[CH:27][CH:28]=3)=[O:22])[S:19][C:13]=2[CH2:12]1)=[O:10]. The catalyst class is: 751. (6) Reactant: [O:1]=[C:2]1[N:7]([CH2:8][C:9]([OH:11])=O)[N:6]=[N:5][C:4]2[CH:12]=[CH:13][CH:14]=[CH:15][C:3]1=2.C(Cl)(=O)C(Cl)=O.[Cl:22][C:23]1[CH:28]=[CH:27][C:26]([CH2:29][CH2:30][NH2:31])=[CH:25][CH:24]=1.C(N(CC)CC)C. Product: [Cl:22][C:23]1[CH:28]=[CH:27][C:26]([CH2:29][CH2:30][NH:31][C:9](=[O:11])[CH2:8][N:7]2[C:2](=[O:1])[C:3]3[CH:15]=[CH:14][CH:13]=[CH:12][C:4]=3[N:5]=[N:6]2)=[CH:25][CH:24]=1. The catalyst class is: 59. (7) Reactant: [H-].[Na+].[CH2:3]([OH:6])[CH2:4][CH3:5].[CH2:7]([C@H:14]1[N:19]([C:20]([C:22]2[N:23]=[CH:24][N:25]([CH:33]3[CH2:40][CH2:39][CH2:38][CH2:37][C:34]43[O:36][CH2:35]4)[C:26]=2[C:27]2[CH:32]=[CH:31][CH:30]=[CH:29][CH:28]=2)=[O:21])[CH2:18][CH2:17][N:16]([C:41]([O:43][C:44]([CH3:47])([CH3:46])[CH3:45])=[O:42])[CH2:15]1)[C:8]1[CH:13]=[CH:12][CH:11]=[CH:10][CH:9]=1.C(=O)(O)[O-].[Na+]. Product: [CH2:7]([C@H:14]1[N:19]([C:20]([C:22]2[N:23]=[CH:24][N:25]([CH:33]3[CH2:40][CH2:39][CH2:38][CH2:37][C:34]3([OH:36])[CH2:35][O:6][CH2:3][CH2:4][CH3:5])[C:26]=2[C:27]2[CH:32]=[CH:31][CH:30]=[CH:29][CH:28]=2)=[O:21])[CH2:18][CH2:17][N:16]([C:41]([O:43][C:44]([CH3:47])([CH3:46])[CH3:45])=[O:42])[CH2:15]1)[C:8]1[CH:9]=[CH:10][CH:11]=[CH:12][CH:13]=1. The catalyst class is: 3.